This data is from Catalyst prediction with 721,799 reactions and 888 catalyst types from USPTO. The task is: Predict which catalyst facilitates the given reaction. (1) Reactant: [NH2:1][S:2]([C:5]1[CH:6]=[C:7]([C:11]2[CH:20]=[C:19]3[C:14]([N:15]=[CH:16][C:17]([N:21]4[CH2:26][CH2:25][N:24](C(OC(C)(C)C)=O)[CH2:23][CH2:22]4)=[N:18]3)=[CH:13][CH:12]=2)[CH:8]=[N:9][CH:10]=1)(=[O:4])=[O:3].FC(F)(F)C(O)=O. Product: [N:21]1([C:17]2[CH:16]=[N:15][C:14]3[C:19]([N:18]=2)=[CH:20][C:11]([C:7]2[CH:6]=[C:5]([S:2]([NH2:1])(=[O:4])=[O:3])[CH:10]=[N:9][CH:8]=2)=[CH:12][CH:13]=3)[CH2:26][CH2:25][NH:24][CH2:23][CH2:22]1. The catalyst class is: 10. (2) Reactant: [Cl:1][C:2]1[CH:3]=[C:4]([C@@H:8]([OH:29])[CH2:9][N:10]([C@H:18]2[CH2:27][CH2:26][C:25]3[C:20](=[CH:21][C:22]([OH:28])=[CH:23][CH:24]=3)[CH2:19]2)[C:11](=[O:17])[O:12][C:13]([CH3:16])([CH3:15])[CH3:14])[CH:5]=[CH:6][CH:7]=1.[CH:30]([C:32]1[CH:33]=[C:34](B(O)O)[CH:35]=[CH:36][C:37]=1[O:38][CH3:39])=[O:31].N1C=CC=CC=1. Product: [Cl:1][C:2]1[CH:3]=[C:4]([C@@H:8]([OH:29])[CH2:9][N:10]([C@H:18]2[CH2:27][CH2:26][C:25]3[C:20](=[CH:21][C:22]([O:28][C:34]4[CH:35]=[CH:36][C:37]([O:38][CH3:39])=[C:32]([CH:30]=[O:31])[CH:33]=4)=[CH:23][CH:24]=3)[CH2:19]2)[C:11](=[O:17])[O:12][C:13]([CH3:16])([CH3:14])[CH3:15])[CH:5]=[CH:6][CH:7]=1. The catalyst class is: 221. (3) Reactant: [O:1]=[C:2]1[N:8]2[C@H:4]([CH2:5][C:6]([C:15]3[CH:20]=[CH:19][CH:18]=[C:17]([CH2:21][O:22][Si](CC)(CC)CC)[CH:16]=3)=[C:7]2[C:9]([O:11][CH2:12][CH:13]=[CH2:14])=[O:10])[C@H:3]1[C@H:30]([O:32][Si:33]([CH2:38][CH3:39])([CH2:36][CH3:37])[CH2:34][CH3:35])[CH3:31].O.C(O)(=O)C.C(=O)([O-])O.[Na+]. Product: [OH:22][CH2:21][C:17]1[CH:16]=[C:15]([C:6]2[CH2:5][C@H:4]3[N:8]([C:2](=[O:1])[C@@H:3]3[C@H:30]([O:32][Si:33]([CH2:36][CH3:37])([CH2:34][CH3:35])[CH2:38][CH3:39])[CH3:31])[C:7]=2[C:9]([O:11][CH2:12][CH:13]=[CH2:14])=[O:10])[CH:20]=[CH:19][CH:18]=1. The catalyst class is: 1. (4) Product: [CH2:1]([C:8]1[O:12][C:11]([C:13]2[CH:18]=[C:17]([F:19])[CH:16]=[CH:15][C:14]=2[F:20])=[N:10][C:9]=1[CH:21]([NH:22][S:23]([C:25]([CH3:28])([CH3:27])[CH3:26])=[O:24])[C:30]([CH3:33])([CH3:32])[CH3:31])[C:2]1[CH:3]=[CH:4][CH:5]=[CH:6][CH:7]=1. Reactant: [CH2:1]([C:8]1[O:12][C:11]([C:13]2[CH:18]=[C:17]([F:19])[CH:16]=[CH:15][C:14]=2[F:20])=[N:10][C:9]=1[CH:21]=[N:22][S:23]([C:25]([CH3:28])([CH3:27])[CH3:26])=[O:24])[C:2]1[CH:7]=[CH:6][CH:5]=[CH:4][CH:3]=1.[Li][C:30]([CH3:33])([CH3:32])[CH3:31]. The catalyst class is: 1. (5) Product: [CH3:1][N:2]1[C:6]([CH:7]=[N:11][OH:12])=[CH:5][C:4]([CH3:9])=[N:3]1. The catalyst class is: 5. Reactant: [CH3:1][N:2]1[C:6]([CH:7]=O)=[CH:5][C:4]([CH3:9])=[N:3]1.Cl.[NH2:11][OH:12].C(=O)([O-])[O-].[K+].[K+]. (6) Reactant: O.O.O.O.O.O.[F:7][B-:8]([F:11])([F:10])[F:9].[F:12][B-:13]([F:16])([F:15])[F:14].[Fe+2:17].C=C. Product: [F:7][B-:8]([F:11])([F:10])[F:9].[F:12][B-:13]([F:16])([F:15])[F:14].[Fe+2:17]. The catalyst class is: 4. (7) Reactant: O.[NH2:2][NH2:3].C[O:5][C:6](=O)[C:7]1[C:12]([NH:13][C:14]2[C:19]([CH3:20])=[CH:18][C:17]([CH3:21])=[CH:16][C:15]=2[CH3:22])=[CH:11][CH:10]=[CH:9][C:8]=1[C:23](=O)[CH3:24]. Product: [CH3:24][C:23]1[C:8]2[C:7](=[C:12]([NH:13][C:14]3[C:19]([CH3:20])=[CH:18][C:17]([CH3:21])=[CH:16][C:15]=3[CH3:22])[CH:11]=[CH:10][CH:9]=2)[C:6](=[O:5])[NH:3][N:2]=1. The catalyst class is: 8. (8) Reactant: [CH2:1]([CH:8]1[CH2:13][CH2:12][N:11]([C:14](=[O:19])[C:15]([F:18])([F:17])[F:16])[CH2:10][CH2:9]1)[C:2]1[CH:7]=[CH:6][CH:5]=[CH:4][CH:3]=1.[C:20](Cl)(=[O:24])[CH:21]([CH3:23])[CH3:22].[Cl-].[Al+3].[Cl-].[Cl-]. Product: [C:20]([C:5]1[CH:4]=[CH:3][C:2]([CH2:1][CH:8]2[CH2:13][CH2:12][N:11]([C:14](=[O:19])[C:15]([F:18])([F:16])[F:17])[CH2:10][CH2:9]2)=[CH:7][CH:6]=1)(=[O:24])[CH:21]([CH3:23])[CH3:22]. The catalyst class is: 4. (9) Reactant: [C:1]1([CH:7]2[CH2:10][CH2:9][NH:8]2)[CH:6]=[CH:5][CH:4]=[CH:3][CH:2]=1.[C:11]1([CH2:17][CH2:18][C:19](Cl)=[O:20])[CH:16]=[CH:15][CH:14]=[CH:13][CH:12]=1.C(N(CC)CC)C. Product: [C:11]1([CH2:17][CH2:18][C:19]([N:8]2[CH2:9][CH2:10][CH:7]2[C:1]2[CH:6]=[CH:5][CH:4]=[CH:3][CH:2]=2)=[O:20])[CH:16]=[CH:15][CH:14]=[CH:13][CH:12]=1. The catalyst class is: 4.